From a dataset of Forward reaction prediction with 1.9M reactions from USPTO patents (1976-2016). Predict the product of the given reaction. (1) Given the reactants [CH3:1][C:2]1[CH:3]=[CH:4][C:5]([OH:10])=[C:6]([CH:9]=1)[CH:7]=[O:8].C([O-])([O-])=O.[K+].[K+].[F:17][C:18]1[CH:25]=[CH:24][C:21]([CH2:22]Br)=[CH:20][CH:19]=1, predict the reaction product. The product is: [CH3:1][C:2]1[CH:3]=[CH:4][C:5]([O:10][CH2:22][C:21]2[CH:24]=[CH:25][C:18]([F:17])=[CH:19][CH:20]=2)=[C:6]([CH:9]=1)[CH:7]=[O:8]. (2) Given the reactants [OH:1][C@@H:2]1[CH2:5][C@H:4]([N:6]2[C:10]3=[N:11][CH:12]=[CH:13][N:14]=[C:9]3[C:8]([CH3:16])([CH3:15])[C:7]2=[O:17])[CH2:3]1.C1(P(C2C=CC=CC=2)C2C=CC=CC=2)C=CC=CC=1.O[C:38]1[S:39][C:40]2[CH:46]=[CH:45][CH:44]=[CH:43][C:41]=2[N:42]=1.CC(OC(/N=N/C(OC(C)C)=O)=O)C, predict the reaction product. The product is: [S:39]1[C:40]2[CH:46]=[CH:45][CH:44]=[CH:43][C:41]=2[N:42]=[C:38]1[O:1][C@H:2]1[CH2:5][C@H:4]([N:6]2[C:10]3=[N:11][CH:12]=[CH:13][N:14]=[C:9]3[C:8]([CH3:15])([CH3:16])[C:7]2=[O:17])[CH2:3]1. (3) Given the reactants [NH2:1][CH2:2][CH2:3][CH2:4][P:5](C(OCC)OCC)(=[O:9])[O:6]CC.[CH2:17]([C:25]1[CH:32]=[CH:31][C:28]([CH:29]=O)=[CH:27][CH:26]=1)[CH2:18][CH2:19][CH2:20][CH2:21][CH2:22][CH2:23][CH3:24], predict the reaction product. The product is: [CH2:17]([C:25]1[CH:32]=[CH:31][C:28]([CH2:29][NH:1][CH2:2][CH2:3][CH2:4][PH:5](=[O:9])[OH:6])=[CH:27][CH:26]=1)[CH2:18][CH2:19][CH2:20][CH2:21][CH2:22][CH2:23][CH3:24]. (4) Given the reactants [C:1]([C:3]1[CH:18]=[CH:17][C:6]([CH2:7][NH:8][CH2:9][C:10]([O:12][C:13]([CH3:16])([CH3:15])[CH3:14])=[O:11])=[CH:5][CH:4]=1)#[N:2].[N+:19]([C:22]1[CH:30]=[CH:29][C:25]([C:26](Cl)=[O:27])=[CH:24][CH:23]=1)([O-:21])=[O:20], predict the reaction product. The product is: [C:1]([C:3]1[CH:4]=[CH:5][C:6]([CH2:7][N:8]([CH2:9][C:10]([O:12][C:13]([CH3:15])([CH3:14])[CH3:16])=[O:11])[C:26](=[O:27])[C:25]2[CH:24]=[CH:23][C:22]([N+:19]([O-:21])=[O:20])=[CH:30][CH:29]=2)=[CH:17][CH:18]=1)#[N:2]. (5) Given the reactants [Cl:1][CH2:2][CH2:3][N:4]([CH2:14][CH2:15][Cl:16])[C:5]1[CH:10]=[CH:9][C:8]([N+:11]([O-])=O)=[CH:7][CH:6]=1.COC(N1[C:25](=[O:26])[CH:24]=[CH:23][C:22]1=[O:27])=O, predict the reaction product. The product is: [Cl:1][CH2:2][CH2:3][N:4]([CH2:14][CH2:15][Cl:16])[C:5]1[CH:10]=[CH:9][C:8]([N:11]2[C:25](=[O:26])[CH:24]=[CH:23][C:22]2=[O:27])=[CH:7][CH:6]=1. (6) Given the reactants [C:1]([O:5][C:6]([CH:8]1[CH2:13][CH2:12][C:11]([C:14]2[C:22]3[C:17](=[CH:18][C:19]([C:23]([O:25]C)=[O:24])=[CH:20][CH:21]=3)[N:16]([C:27](=[O:39])[C:28]3[C:33]([C:34]([F:37])([F:36])[F:35])=[CH:32][CH:31]=[CH:30][C:29]=3[Cl:38])[N:15]=2)=[CH:10][CH2:9]1)=[O:7])([CH3:4])([CH3:3])[CH3:2].CO.[Li+].[OH-].Cl, predict the reaction product. The product is: [C:1]([O:5][C:6]([CH:8]1[CH2:13][CH2:12][C:11]([C:14]2[C:22]3[C:17](=[CH:18][C:19]([C:23]([OH:25])=[O:24])=[CH:20][CH:21]=3)[N:16]([C:27](=[O:39])[C:28]3[C:33]([C:34]([F:37])([F:35])[F:36])=[CH:32][CH:31]=[CH:30][C:29]=3[Cl:38])[N:15]=2)=[CH:10][CH2:9]1)=[O:7])([CH3:4])([CH3:2])[CH3:3].